The task is: Predict the reactants needed to synthesize the given product.. This data is from Full USPTO retrosynthesis dataset with 1.9M reactions from patents (1976-2016). (1) Given the product [C:1]([C:4]1[C:5]([NH:26][C:27]2[CH:28]=[N:29][C:30]([C:38]3[CH:37]=[N:36][N:35]([CH3:34])[CH:39]=3)=[CH:31][CH:32]=2)=[N:6][N:7]([C:9]2([CH2:23][C:24]#[N:25])[CH2:14][CH2:13][N:12]([C:15]([O:17][CH2:18][C:19]([F:22])([F:21])[F:20])=[O:16])[CH2:11][CH2:10]2)[CH:8]=1)(=[O:3])[NH2:2], predict the reactants needed to synthesize it. The reactants are: [C:1]([C:4]1[C:5]([NH:26][C:27]2[CH:28]=[N:29][C:30](Cl)=[CH:31][CH:32]=2)=[N:6][N:7]([C:9]2([CH2:23][C:24]#[N:25])[CH2:14][CH2:13][N:12]([C:15]([O:17][CH2:18][C:19]([F:22])([F:21])[F:20])=[O:16])[CH2:11][CH2:10]2)[CH:8]=1)(=[O:3])[NH2:2].[CH3:34][N:35]1[CH:39]=[C:38](B2OC(C)(C)C(C)(C)O2)[CH:37]=[N:36]1.P([O-])([O-])([O-])=O.[K+].[K+].[K+].O1CCOCC1. (2) Given the product [N+:19]([C:16]1[CH:15]=[C:14]([N+:22]([O-:24])=[O:23])[CH:13]=[CH:18][C:17]=1[NH:2][C:3]1[CH:8]=[C:7]([O:9][CH3:10])[CH:6]=[CH:5][C:4]=1[OH:11])([O-:21])=[O:20], predict the reactants needed to synthesize it. The reactants are: Cl.[NH2:2][C:3]1[CH:8]=[C:7]([O:9][CH3:10])[CH:6]=[CH:5][C:4]=1[OH:11].Cl[C:13]1[CH:18]=[CH:17][C:16]([N+:19]([O-:21])=[O:20])=[CH:15][C:14]=1[N+:22]([O-:24])=[O:23].C([O-])(=O)C.[Na+]. (3) Given the product [CH2:1]([N:8]([C:9]1[CH:14]=[CH:13][C:12]([CH2:15][N:16]2[CH2:21][CH2:20][N:19]([C:22]3[CH:27]=[CH:26][CH:25]=[CH:24][CH:23]=3)[CH2:18][CH2:17]2)=[CH:11][CH:10]=1)[S:34]([C:32]1[N:31]=[CH:30][N:29]([CH3:28])[CH:33]=1)(=[O:36])=[O:35])[C:2]1[CH:3]=[CH:4][CH:5]=[CH:6][CH:7]=1, predict the reactants needed to synthesize it. The reactants are: [CH2:1]([NH:8][C:9]1[CH:14]=[CH:13][C:12]([CH2:15][N:16]2[CH2:21][CH2:20][N:19]([C:22]3[CH:27]=[CH:26][CH:25]=[CH:24][CH:23]=3)[CH2:18][CH2:17]2)=[CH:11][CH:10]=1)[C:2]1[CH:7]=[CH:6][CH:5]=[CH:4][CH:3]=1.[CH3:28][N:29]1[CH:33]=[C:32]([S:34](Cl)(=[O:36])=[O:35])[N:31]=[CH:30]1.N1C=CC=CC=1. (4) Given the product [OH:28][C@@H:27]([CH2:29][NH:61][CH2:60][CH:54]1[CH2:53][CH2:52][N:49]([S:46]([C:39]2[CH:38]=[CH:43][C:42]([O:44][CH3:45])=[CH:41][CH:40]=2)(=[O:47])=[O:48])[CH2:50][CH2:55]1)[CH2:26][O:25][C:22]1[CH:21]=[CH:20][C:19]([OH:18])=[CH:24][CH:23]=1, predict the reactants needed to synthesize it. The reactants are: C([Si]([O:18][C:19]1[CH:24]=[CH:23][C:22]([O:25][CH2:26][C@@H:27]2[CH2:29][O:28]2)=[CH:21][CH:20]=1)(C1C=CC=CC=1)C1C=CC=CC=1)(C)(C)C.NCC1CCN([C:38]2[CH:43]=[C:42]([O:44][CH3:45])[CH:41]=[CH:40][C:39]=2[S:46]([NH2:49])(=[O:48])=[O:47])CC1.[C:50]1(O)[CH:55]=[CH:54][CH:53]=[CH:52]C=1.CCC[CH2:60][N+:61](CCCC)(CCCC)CCCC.[F-]. (5) Given the product [Cl:8][C:6]1[N:5]=[C:4]2[N:9]([C:14]3[CH:19]=[CH:18][CH:17]=[CH:16][CH:15]=3)[N:10]=[C:11]([CH2:12][CH3:13])[C:3]2=[CH:2][N:7]=1, predict the reactants needed to synthesize it. The reactants are: Cl[C:2]1[N:7]=[C:6]([Cl:8])[N:5]=[C:4]2[N:9]([C:14]3[CH:19]=[CH:18][CH:17]=[CH:16][CH:15]=3)[N:10]=[C:11]([CH2:12][CH3:13])[C:3]=12.N.[Na+].[Cl-]. (6) The reactants are: [CH3:1][N:2]1[C:10]2[C:5](=[CH:6][CH:7]=[CH:8][CH:9]=2)[CH:4]=[C:3]1[C:11]([NH:13][C:14]1[CH:19]=[CH:18][C:17](B2OC(C)(C)C(C)(C)O2)=[CH:16][CH:15]=1)=[O:12].CN1C2C(=CC=CC=2)C=C1C(O)=O.CC1(C)C(C)(C)OB(C2C=CC(N)=CC=2)O1.Br[C:59]1[N:60]=[C:61]([C@H:69]2[CH2:74][CH2:73][C@H:72]([N:75]3[CH2:80][CH2:79][N:78]([CH3:81])[CH2:77][CH2:76]3)[CH2:71][CH2:70]2)[N:62]2[CH:67]=[CH:66][N:65]=[C:64]([CH3:68])[C:63]=12. Given the product [CH3:1][N:2]1[C:10]2[C:5](=[CH:6][CH:7]=[CH:8][CH:9]=2)[CH:4]=[C:3]1[C:11]([NH:13][C:14]1[CH:19]=[CH:18][C:17]([C:59]2[N:60]=[C:61]([C@H:69]3[CH2:74][CH2:73][C@H:72]([N:75]4[CH2:80][CH2:79][N:78]([CH3:81])[CH2:77][CH2:76]4)[CH2:71][CH2:70]3)[N:62]3[CH:67]=[CH:66][N:65]=[C:64]([CH3:68])[C:63]=23)=[CH:16][CH:15]=1)=[O:12], predict the reactants needed to synthesize it. (7) The reactants are: [NH2:1][C:2]1[N:7]([C:8]2[CH:13]=[CH:12][C:11]([OH:14])=[CH:10][CH:9]=2)[C:6](=[O:15])[CH:5]=[CH:4][C:3]=1[C:16](=[O:24])[C:17]1[CH:22]=[CH:21][C:20]([F:23])=[CH:19][CH:18]=1.Br[CH2:26][C:27]([NH:29][C@H:30]([C:35]([O:37][CH:38]1[CH2:42][CH2:41][CH2:40][CH2:39]1)=[O:36])[CH2:31][CH:32]([CH3:34])[CH3:33])=[O:28].C(=O)([O-])[O-].[K+].[K+].O. Given the product [NH2:1][C:2]1[N:7]([C:8]2[CH:9]=[CH:10][C:11]([O:14][CH2:26][C:27]([NH:29][C@H:30]([C:35]([O:37][CH:38]3[CH2:42][CH2:41][CH2:40][CH2:39]3)=[O:36])[CH2:31][CH:32]([CH3:34])[CH3:33])=[O:28])=[CH:12][CH:13]=2)[C:6](=[O:15])[CH:5]=[CH:4][C:3]=1[C:16](=[O:24])[C:17]1[CH:18]=[CH:19][C:20]([F:23])=[CH:21][CH:22]=1, predict the reactants needed to synthesize it. (8) Given the product [F:15][C:3]1[C:4]([N:8]2[CH2:13][CH2:12][NH:11][CH2:10][C@H:9]2[CH3:14])=[CH:5][CH:6]=[CH:7][C:2]=1[C:16]1[CH:21]=[CH:20][CH:19]=[CH:18][CH:17]=1, predict the reactants needed to synthesize it. The reactants are: Cl[C:2]1[C:3]([F:15])=[C:4]([N:8]2[CH2:13][CH2:12][NH:11][CH2:10][C@H:9]2[CH3:14])[CH:5]=[CH:6][CH:7]=1.[C:16]1(B(O)O)[CH:21]=[CH:20][CH:19]=[CH:18][CH:17]=1.[O-]P([O-])([O-])=O.[K+].[K+].[K+].C1(P(C2CCCCC2)C2C=CC=CC=2C2C(CCC)=CC(CCC)=CC=2CCC)CCCCC1.